From a dataset of Reaction yield outcomes from USPTO patents with 853,638 reactions. Predict the reaction yield, written as a fraction of the theoretical maximum amount of product (1.0 means a 100% yield; for example, 0.34 means a 34% yield). The reactants are [CH:1]([O:4][C:5]1[CH:14]=[C:13]([C:15]([F:18])([F:17])[F:16])[C:12]2[CH:11]=[C:10]3[NH:19][CH2:20][CH2:21][S:22][C:9]3=[CH:8][C:7]=2[N:6]=1)([CH3:3])[CH3:2].C=O.[BH3-][C:26]#N.[Na+]. The catalyst is C(O)(=O)C. The product is [CH3:26][N:19]1[C:10]2=[CH:11][C:12]3[C:13]([C:15]([F:18])([F:17])[F:16])=[CH:14][C:5]([O:4][CH:1]([CH3:3])[CH3:2])=[N:6][C:7]=3[CH:8]=[C:9]2[S:22][CH2:21][CH2:20]1. The yield is 0.970.